This data is from Full USPTO retrosynthesis dataset with 1.9M reactions from patents (1976-2016). The task is: Predict the reactants needed to synthesize the given product. (1) The reactants are: [CH3:1][N:2]([CH3:28])[C:3]([C:5]1[C:6]2[CH:7]([OH:27])[C@H:8]([OH:26])[C@@H:9]([C:20]3[CH:25]=[CH:24][CH:23]=[CH:22][CH:21]=3)[NH:10][C:11]=2[C:12]2[N:17]=[C:16]([CH3:18])[N:15]([CH3:19])[C:13]=2[CH:14]=1)=[O:4].CS(O)(=O)=O.C(=O)([O-])O.[Na+].[CH2:39](O)[CH2:40][CH2:41][CH3:42]. Given the product [CH3:28][N:2]([CH3:1])[C:3]([C:5]1[C:6]2[C@@H:7]([O:27][CH2:39][CH2:40][CH2:41][CH3:42])[C@H:8]([OH:26])[C@@H:9]([C:20]3[CH:25]=[CH:24][CH:23]=[CH:22][CH:21]=3)[NH:10][C:11]=2[C:12]2[N:17]=[C:16]([CH3:18])[N:15]([CH3:19])[C:13]=2[CH:14]=1)=[O:4], predict the reactants needed to synthesize it. (2) Given the product [O:1]1[C:5]2[CH:6]=[CH:7][CH:8]=[CH:9][C:4]=2[N:3]=[C:2]1[C:10]1[CH:15]=[CH:14][C:13]([C:16]2([C:17]#[N:18])[CH2:35][CH2:34][CH2:33][CH2:32]2)=[C:12]([O:19][CH3:20])[CH:11]=1, predict the reactants needed to synthesize it. The reactants are: [O:1]1[C:5]2[CH:6]=[CH:7][CH:8]=[CH:9][C:4]=2[N:3]=[C:2]1[C:10]1[CH:15]=[CH:14][C:13]([CH2:16][C:17]#[N:18])=[C:12]([O:19][CH3:20])[CH:11]=1.C[Si]([N-][Si](C)(C)C)(C)C.[Na+].Br[CH2:32][CH2:33][CH2:34][CH2:35]Br. (3) Given the product [F:1][C:2]([F:11])([F:12])[C:3]1[CH:10]=[CH:9][C:6]([CH:7]([OH:8])[CH:13]=[CH2:14])=[CH:5][CH:4]=1, predict the reactants needed to synthesize it. The reactants are: [F:1][C:2]([F:12])([F:11])[C:3]1[CH:10]=[CH:9][C:6]([CH:7]=[O:8])=[CH:5][CH:4]=1.[CH:13]([Mg]Br)=[CH2:14].[Cl-].[NH4+]. (4) The reactants are: [Cl:1][C:2]1[CH:3]=[C:4]([NH:16][C:17]2[C:26]3[C:21](=[CH:22][CH:23]=[CH:24][C:25]=3[O:27][CH2:28][C@@H:29]3[O:34][CH2:33][CH2:32][NH:31][CH2:30]3)[N:20]=[CH:19][N:18]=2)[CH:5]=[CH:6][C:7]=1[O:8][CH2:9][C:10]1[CH:15]=[CH:14][CH:13]=[CH:12][N:11]=1.CN(C(ON1N=NC2C=CC=NC1=2)=[N+](C)C)C.F[P-](F)(F)(F)(F)F.[C:59](O)(=[O:62])[CH2:60][OH:61]. Given the product [Cl:1][C:2]1[CH:3]=[C:4]([NH:16][C:17]2[C:26]3[C:21](=[CH:22][CH:23]=[CH:24][C:25]=3[O:27][CH2:28][C@@H:29]3[O:34][CH2:33][CH2:32][N:31]([C:60](=[O:61])[CH2:59][OH:62])[CH2:30]3)[N:20]=[CH:19][N:18]=2)[CH:5]=[CH:6][C:7]=1[O:8][CH2:9][C:10]1[CH:15]=[CH:14][CH:13]=[CH:12][N:11]=1, predict the reactants needed to synthesize it. (5) Given the product [CH3:11][O:12][C:13]1[CH:14]=[C:15]([C:2]2[CH:9]=[CH:8][C:5]([C:6]#[N:7])=[C:4]([F:10])[CH:3]=2)[CH:16]=[CH:17][C:18]=1[O:19][CH3:20], predict the reactants needed to synthesize it. The reactants are: Br[C:2]1[CH:9]=[CH:8][C:5]([C:6]#[N:7])=[C:4]([F:10])[CH:3]=1.[CH3:11][O:12][C:13]1[CH:14]=[C:15](B(O)O)[CH:16]=[CH:17][C:18]=1[O:19][CH3:20].C(=O)([O-])[O-].[Na+].[Na+].